Dataset: Peptide-MHC class II binding affinity with 134,281 pairs from IEDB. Task: Regression. Given a peptide amino acid sequence and an MHC pseudo amino acid sequence, predict their binding affinity value. This is MHC class II binding data. The peptide sequence is FLIYITELLKKLQST. The MHC is DRB3_0202 with pseudo-sequence DRB3_0202. The binding affinity (normalized) is 0.189.